From a dataset of NCI-60 drug combinations with 297,098 pairs across 59 cell lines. Regression. Given two drug SMILES strings and cell line genomic features, predict the synergy score measuring deviation from expected non-interaction effect. (1) Cell line: HT29. Drug 2: CC1CCCC2(C(O2)CC(NC(=O)CC(C(C(=O)C(C1O)C)(C)C)O)C(=CC3=CSC(=N3)C)C)C. Synergy scores: CSS=4.77, Synergy_ZIP=1.02, Synergy_Bliss=0.718, Synergy_Loewe=-24.8, Synergy_HSA=-6.37. Drug 1: C1CCN(CC1)CCOC2=CC=C(C=C2)C(=O)C3=C(SC4=C3C=CC(=C4)O)C5=CC=C(C=C5)O. (2) Drug 1: C1CC(C1)(C(=O)O)C(=O)O.[NH2-].[NH2-].[Pt+2]. Drug 2: CC1CCCC2(C(O2)CC(NC(=O)CC(C(C(=O)C(C1O)C)(C)C)O)C(=CC3=CSC(=N3)C)C)C. Cell line: HT29. Synergy scores: CSS=29.8, Synergy_ZIP=0.352, Synergy_Bliss=-3.99, Synergy_Loewe=-15.0, Synergy_HSA=-5.34. (3) Drug 1: CC1C(C(CC(O1)OC2CC(CC3=C2C(=C4C(=C3O)C(=O)C5=C(C4=O)C(=CC=C5)OC)O)(C(=O)CO)O)N)O.Cl. Drug 2: B(C(CC(C)C)NC(=O)C(CC1=CC=CC=C1)NC(=O)C2=NC=CN=C2)(O)O. Cell line: MCF7. Synergy scores: CSS=29.2, Synergy_ZIP=-10.5, Synergy_Bliss=-2.78, Synergy_Loewe=-6.74, Synergy_HSA=0.411. (4) Drug 1: CC1=C(C(=CC=C1)Cl)NC(=O)C2=CN=C(S2)NC3=CC(=NC(=N3)C)N4CCN(CC4)CCO. Drug 2: CN1C2=C(C=C(C=C2)N(CCCl)CCCl)N=C1CCCC(=O)O.Cl. Cell line: SK-MEL-2. Synergy scores: CSS=14.9, Synergy_ZIP=4.99, Synergy_Bliss=4.31, Synergy_Loewe=6.27, Synergy_HSA=4.87. (5) Drug 1: CC1C(C(CC(O1)OC2CC(OC(C2O)C)OC3=CC4=CC5=C(C(=O)C(C(C5)C(C(=O)C(C(C)O)O)OC)OC6CC(C(C(O6)C)O)OC7CC(C(C(O7)C)O)OC8CC(C(C(O8)C)O)(C)O)C(=C4C(=C3C)O)O)O)O. Drug 2: B(C(CC(C)C)NC(=O)C(CC1=CC=CC=C1)NC(=O)C2=NC=CN=C2)(O)O. Cell line: MCF7. Synergy scores: CSS=23.2, Synergy_ZIP=-4.84, Synergy_Bliss=0.714, Synergy_Loewe=-0.874, Synergy_HSA=1.60. (6) Drug 1: C1=C(C(=O)NC(=O)N1)F. Drug 2: CC1=C(C(=O)C2=C(C1=O)N3CC4C(C3(C2COC(=O)N)OC)N4)N. Cell line: SN12C. Synergy scores: CSS=37.7, Synergy_ZIP=-3.08, Synergy_Bliss=-3.20, Synergy_Loewe=-1.34, Synergy_HSA=1.53. (7) Drug 1: COC1=NC(=NC2=C1N=CN2C3C(C(C(O3)CO)O)O)N. Drug 2: C(CCl)NC(=O)N(CCCl)N=O. Cell line: UACC62. Synergy scores: CSS=-0.622, Synergy_ZIP=-1.70, Synergy_Bliss=-0.604, Synergy_Loewe=-13.5, Synergy_HSA=-5.84.